Binary Classification. Given a T-cell receptor sequence (or CDR3 region) and an epitope sequence, predict whether binding occurs between them. From a dataset of TCR-epitope binding with 47,182 pairs between 192 epitopes and 23,139 TCRs. (1) The epitope is TLIGDCATV. The TCR CDR3 sequence is CSVEDPGTVFTEAFF. Result: 1 (the TCR binds to the epitope). (2) The epitope is PROT_97E67BCC. The TCR CDR3 sequence is CASSGLAGGMDEQFF. Result: 1 (the TCR binds to the epitope). (3) The epitope is GTSGSPIIDK. The TCR CDR3 sequence is CSAVFTDTQYF. Result: 0 (the TCR does not bind to the epitope). (4) The epitope is FLPRVFSAV. The TCR CDR3 sequence is CASSFYGGNEKLFF. Result: 1 (the TCR binds to the epitope).